This data is from Full USPTO retrosynthesis dataset with 1.9M reactions from patents (1976-2016). The task is: Predict the reactants needed to synthesize the given product. (1) Given the product [O:23]=[CH:2][CH2:1][O:4][C:5]1([C:18]([O:20][CH3:21])=[O:19])[CH2:10][CH2:9][N:8]([C:11]([O:13][C:14]([CH3:17])([CH3:16])[CH3:15])=[O:12])[CH2:7][CH2:6]1, predict the reactants needed to synthesize it. The reactants are: [CH2:1]([O:4][C:5]1([C:18]([O:20][CH3:21])=[O:19])[CH2:10][CH2:9][N:8]([C:11]([O:13][C:14]([CH3:17])([CH3:16])[CH3:15])=[O:12])[CH2:7][CH2:6]1)[CH:2]=C.I([O-])(=O)(=O)=[O:23].[Na+]. (2) Given the product [Br:1][C:2]1[CH:3]=[C:4]([C:8]2([F:17])[C:9]([CH3:11])([CH3:10])[O:12][C:21]([O:20][CH2:18][CH3:19])=[N:16][S:13]2(=[O:14])=[O:15])[CH:5]=[CH:6][CH:7]=1, predict the reactants needed to synthesize it. The reactants are: [Br:1][C:2]1[CH:3]=[C:4]([C:8]([F:17])([S:13]([NH2:16])(=[O:15])=[O:14])[C:9]([OH:12])([CH3:11])[CH3:10])[CH:5]=[CH:6][CH:7]=1.[CH2:18]([O:20][C:21](OCC)(OCC)OCC)[CH3:19]. (3) Given the product [C:16]([C:18]1[CH:24]=[CH:23][C:21]([NH:22][C:13]([C:4]2[CH:3]=[C:2]([Br:1])[C:11]3[C:6](=[CH:7][CH:8]=[CH:9][CH:10]=3)[C:5]=2[OH:12])=[O:15])=[C:20]([O:25][C:26]([F:27])([F:28])[F:29])[CH:19]=1)#[N:17], predict the reactants needed to synthesize it. The reactants are: [Br:1][C:2]1[C:11]2[C:6](=[CH:7][CH:8]=[CH:9][CH:10]=2)[C:5]([OH:12])=[C:4]([C:13]([OH:15])=O)[CH:3]=1.[C:16]([C:18]1[CH:24]=[CH:23][C:21]([NH2:22])=[C:20]([O:25][C:26]([F:29])([F:28])[F:27])[CH:19]=1)#[N:17]. (4) Given the product [CH:43]1([C:40]2[N:41]=[CH:42][C:37]([C:16]3[CH:15]=[CH:14][C:13]([C@@H:11]([N:7]4[CH2:6][CH2:5][C@:4]([CH2:3][C:2]([OH:1])([CH3:34])[CH3:35])([C:28]5[CH:33]=[CH:32][CH:31]=[CH:30][CH:29]=5)[O:9][C:8]4=[O:10])[CH3:12])=[CH:18][CH:17]=3)=[CH:38][N:39]=2)[CH2:45][CH2:44]1, predict the reactants needed to synthesize it. The reactants are: [OH:1][C:2]([CH3:35])([CH3:34])[CH2:3][C@@:4]1([C:28]2[CH:33]=[CH:32][CH:31]=[CH:30][CH:29]=2)[O:9][C:8](=[O:10])[N:7]([C@H:11]([C:13]2[CH:18]=[CH:17][C:16](B3OC(C)(C)C(C)(C)O3)=[CH:15][CH:14]=2)[CH3:12])[CH2:6][CH2:5]1.Br[C:37]1[CH:38]=[N:39][C:40]([CH:43]2[CH2:45][CH2:44]2)=[N:41][CH:42]=1. (5) Given the product [ClH:1].[NH2:9][CH2:10][C@H:11]1[CH2:12][CH2:13][C@H:14]([C:17]([NH:19][C@H:20]([C:51](=[O:64])[NH:52][C:53]2[CH:54]=[CH:55][C:56]([C:59]3[NH:63][N:62]=[N:61][N:60]=3)=[CH:57][CH:58]=2)[CH2:21][C:22]2[CH:23]=[CH:24][C:25]([CH3:50])=[C:26]([C:28]3[CH:29]=[CH:30][C:31]([C:34]([NH:36][CH:37]4[CH2:38][CH2:39][NH:40][CH2:41][CH2:42]4)=[O:35])=[CH:32][CH:33]=3)[CH:27]=2)=[O:18])[CH2:15][CH2:16]1, predict the reactants needed to synthesize it. The reactants are: [ClH:1].C(OC([NH:9][CH2:10][C@H:11]1[CH2:16][CH2:15][C@H:14]([C:17]([NH:19][C@H:20]([C:51](=[O:64])[NH:52][C:53]2[CH:58]=[CH:57][C:56]([C:59]3[NH:63][N:62]=[N:61][N:60]=3)=[CH:55][CH:54]=2)[CH2:21][C:22]2[CH:23]=[CH:24][C:25]([CH3:50])=[C:26]([C:28]3[CH:33]=[CH:32][C:31]([C:34]([NH:36][CH:37]4[CH2:42][CH2:41][N:40](C(OC(C)(C)C)=O)[CH2:39][CH2:38]4)=[O:35])=[CH:30][CH:29]=3)[CH:27]=2)=[O:18])[CH2:13][CH2:12]1)=O)(C)(C)C.C(#N)C. (6) Given the product [CH3:1][O:2][C:3](=[O:27])[C:4]1[CH:5]=[CH:6][C:7]([CH2:10][CH2:11][C:12](=[O:26])[C:13]2[C:14]([NH:19][C:20]3[CH:25]=[CH:24][CH:23]=[CH:22][CH:21]=3)=[N:15][CH:16]=[CH:17][CH:18]=2)=[CH:8][CH:9]=1, predict the reactants needed to synthesize it. The reactants are: [CH3:1][O:2][C:3](=[O:27])[C:4]1[CH:9]=[CH:8][C:7](/[CH:10]=[CH:11]/[C:12](=[O:26])[C:13]2[C:14]([NH:19][C:20]3[CH:25]=[CH:24][CH:23]=[CH:22][CH:21]=3)=[N:15][CH:16]=[CH:17][CH:18]=2)=[CH:6][CH:5]=1.[H][H].